This data is from NCI-60 drug combinations with 297,098 pairs across 59 cell lines. The task is: Regression. Given two drug SMILES strings and cell line genomic features, predict the synergy score measuring deviation from expected non-interaction effect. (1) Drug 1: CS(=O)(=O)OCCCCOS(=O)(=O)C. Drug 2: CCN(CC)CCCC(C)NC1=C2C=C(C=CC2=NC3=C1C=CC(=C3)Cl)OC. Cell line: RPMI-8226. Synergy scores: CSS=23.9, Synergy_ZIP=1.16, Synergy_Bliss=3.10, Synergy_Loewe=6.42, Synergy_HSA=6.60. (2) Drug 1: C1CN1C2=NC(=NC(=N2)N3CC3)N4CC4. Drug 2: C1CC(=O)NC(=O)C1N2C(=O)C3=CC=CC=C3C2=O. Cell line: SK-MEL-28. Synergy scores: CSS=12.7, Synergy_ZIP=-3.04, Synergy_Bliss=-2.40, Synergy_Loewe=-13.5, Synergy_HSA=-3.61. (3) Drug 1: CS(=O)(=O)CCNCC1=CC=C(O1)C2=CC3=C(C=C2)N=CN=C3NC4=CC(=C(C=C4)OCC5=CC(=CC=C5)F)Cl. Drug 2: C1=NC2=C(N1)C(=S)N=CN2. Cell line: NCI-H522. Synergy scores: CSS=48.3, Synergy_ZIP=-13.3, Synergy_Bliss=-23.7, Synergy_Loewe=-20.8, Synergy_HSA=-18.2. (4) Drug 1: CC1=C(C(=O)C2=C(C1=O)N3CC4C(C3(C2COC(=O)N)OC)N4)N. Drug 2: C1CNP(=O)(OC1)N(CCCl)CCCl. Cell line: SNB-19. Synergy scores: CSS=37.6, Synergy_ZIP=-3.48, Synergy_Bliss=-5.66, Synergy_Loewe=-47.7, Synergy_HSA=-3.89. (5) Synergy scores: CSS=2.43, Synergy_ZIP=-3.25, Synergy_Bliss=-2.52, Synergy_Loewe=-1.03, Synergy_HSA=-0.900. Drug 2: C(=O)(N)NO. Drug 1: CC1=C2C(C(=O)C3(C(CC4C(C3C(C(C2(C)C)(CC1OC(=O)C(C(C5=CC=CC=C5)NC(=O)OC(C)(C)C)O)O)OC(=O)C6=CC=CC=C6)(CO4)OC(=O)C)O)C)O. Cell line: SNB-19.